Dataset: Forward reaction prediction with 1.9M reactions from USPTO patents (1976-2016). Task: Predict the product of the given reaction. (1) Given the reactants C(OC([NH:8][CH2:9][C:10]1[CH:15]=[CH:14][C:13]([NH:16][C@@H:17]([CH:23]([CH3:25])[CH3:24])[C:18]([O:20][CH2:21][CH3:22])=[O:19])=[CH:12][CH:11]=1)=O)(C)(C)C.Cl.O1CCOCC1, predict the reaction product. The product is: [NH2:8][CH2:9][C:10]1[CH:11]=[CH:12][C:13]([NH:16][C@@H:17]([CH:23]([CH3:24])[CH3:25])[C:18]([O:20][CH2:21][CH3:22])=[O:19])=[CH:14][CH:15]=1. (2) Given the reactants Cl.[S:2]([N:12]1[C:16]2=[N:17][CH:18]=[C:19]([C:21]([O:23]C)=[O:22])[N:20]=[C:15]2[CH:14]=[CH:13]1)([C:5]1[CH:11]=[CH:10][C:8]([CH3:9])=[CH:7][CH:6]=1)(=[O:4])=[O:3], predict the reaction product. The product is: [S:2]([N:12]1[C:16]2=[N:17][CH:18]=[C:19]([C:21]([OH:23])=[O:22])[N:20]=[C:15]2[CH:14]=[CH:13]1)([C:5]1[CH:6]=[CH:7][C:8]([CH3:9])=[CH:10][CH:11]=1)(=[O:4])=[O:3].